From a dataset of Full USPTO retrosynthesis dataset with 1.9M reactions from patents (1976-2016). Predict the reactants needed to synthesize the given product. (1) Given the product [F:11][C:10]1[C:2]([CH:15]=[CH2:16])=[C:3]([CH:13]=[O:14])[CH:4]=[C:5]2[C:9]=1[N:8]([CH3:12])[CH:7]=[CH:6]2, predict the reactants needed to synthesize it. The reactants are: Cl[C:2]1[C:10]([F:11])=[C:9]2[C:5]([CH:6]=[CH:7][N:8]2[CH3:12])=[CH:4][C:3]=1[CH:13]=[O:14].[CH:15]([B-](F)(F)F)=[CH2:16].[K+].C([O-])([O-])=O.[K+].[K+].O1CCOCC1. (2) The reactants are: O=P(Cl)(Cl)Cl.[Cl:6][C:7]1[C:12]([C:13](=O)[CH3:14])=[CH:11][CH:10]=[CH:9][N:8]=1.[ClH:16].NO.C[N:20]([CH3:23])C=O. Given the product [Cl:16][C:13]([C:12]1[C:7]([Cl:6])=[N:8][CH:9]=[CH:10][CH:11]=1)=[CH:14][C:23]#[N:20], predict the reactants needed to synthesize it.